Dataset: Full USPTO retrosynthesis dataset with 1.9M reactions from patents (1976-2016). Task: Predict the reactants needed to synthesize the given product. (1) Given the product [C:19]([C:21]1[CH:22]=[C:23]([CH:59]([CH3:61])[CH3:60])[C:24]2[O:28][C:27]([C:29]3[CH:30]=[CH:31][C:32]([C:33]([NH:35][CH2:36][CH:37]4[CH2:38][CH2:39][N:40]([C:43]([O:14][CH2:13][C:5]5[CH:4]=[C:3]([C:2]([F:15])([F:16])[F:1])[CH:8]=[C:7]([C:9]([F:10])([F:11])[F:12])[CH:6]=5)=[O:44])[CH2:41][CH2:42]4)=[O:34])=[CH:56][CH:57]=3)=[N:26][C:25]=2[CH:58]=1)#[N:20], predict the reactants needed to synthesize it. The reactants are: [F:1][C:2]([F:16])([F:15])[C:3]1[CH:4]=[C:5]([CH2:13][OH:14])[CH:6]=[C:7]([C:9]([F:12])([F:11])[F:10])[CH:8]=1.[H-].[Na+].[C:19]([C:21]1[CH:22]=[C:23]([CH:59]([CH3:61])[CH3:60])[C:24]2[O:28][C:27]([C:29]3[CH:57]=[CH:56][C:32]([C:33]([NH:35][CH2:36][CH:37]4[CH2:42][CH2:41][N:40]([C:43](OCC5C=CC([N+]([O-])=O)=CC=5)=[O:44])[CH2:39][CH2:38]4)=[O:34])=[CH:31][CH:30]=3)=[N:26][C:25]=2[CH:58]=1)#[N:20]. (2) Given the product [CH3:1][S:2]([O:46][CH2:45][CH2:44][C:41]1[CH:40]=[CH:39][C:38]([O:37][CH:34]2[CH2:33][CH2:32][N:31]([CH:27]3[CH2:30][CH2:29][CH2:28]3)[CH2:36][CH2:35]2)=[CH:43][CH:42]=1)(=[O:4])=[O:3], predict the reactants needed to synthesize it. The reactants are: [CH3:1][S:2](OCCCCC1C=CC(OCCCN2CCCCCC2)=CC=1)(=[O:4])=[O:3].[CH:27]1([N:31]2[CH2:36][CH2:35][CH:34]([O:37][C:38]3[CH:43]=[CH:42][C:41]([CH2:44][CH2:45][OH:46])=[CH:40][CH:39]=3)[CH2:33][CH2:32]2)[CH2:30][CH2:29][CH2:28]1. (3) The reactants are: [F:1][C@H:2]1[C@H:7]([O:8][C:9]2[CH:10]=[CH:11][CH:12]=[C:13]3[C:18]=2[N:17]=[CH:16][CH:15]=[CH:14]3)[CH2:6][CH2:5][N:4](C(OC(C)(C)C)=O)[CH2:3]1.C(O)(C(F)(F)F)=O.C(Cl)[Cl:34]. Given the product [ClH:34].[ClH:34].[F:1][C@H:2]1[C@H:7]([O:8][C:9]2[CH:10]=[CH:11][CH:12]=[C:13]3[C:18]=2[N:17]=[CH:16][CH:15]=[CH:14]3)[CH2:6][CH2:5][NH:4][CH2:3]1, predict the reactants needed to synthesize it. (4) The reactants are: [CH3:1][O:2][C:3]1[CH:4]=[C:5]([C:9](=[O:22])[CH2:10][C:11](=[NH:21])[NH:12][C:13]2[CH:18]=[CH:17][C:16]([O:19][CH3:20])=[CH:15][CH:14]=2)[CH:6]=[CH:7][CH:8]=1.[C:23](OC)(=[O:26])[C:24]#[CH:25].C(OCC)C.C1CCCCC1. Given the product [NH2:21][C:11]1[N:12]([C:13]2[CH:14]=[CH:15][C:16]([O:19][CH3:20])=[CH:17][CH:18]=2)[C:23](=[O:26])[CH:24]=[CH:25][C:10]=1[C:9](=[O:22])[C:5]1[CH:6]=[CH:7][CH:8]=[C:3]([O:2][CH3:1])[CH:4]=1, predict the reactants needed to synthesize it. (5) Given the product [Cl:28][C:29]1[CH:30]=[C:31]([C@@H:39]([CH2:49][CH:50]2[CH2:51][CH2:52][CH2:53][CH2:54]2)[C:40]([NH:42][C:43]2[CH:47]=[CH:46][N:45]([CH2:48][CH:55]=[C:56]([CH3:65])[CH3:57])[N:44]=2)=[O:41])[CH:32]=[CH:33][C:34]=1[S:35]([CH3:38])(=[O:37])=[O:36], predict the reactants needed to synthesize it. The reactants are: C1(P(C2C=CC=CC=2)C2C=CC=CC=2)C=CC=CC=1.BrN1C(=O)CCC1=O.[Cl:28][C:29]1[CH:30]=[C:31]([C@@H:39]([CH2:49][CH:50]2[CH2:54][CH2:53][CH2:52][CH2:51]2)[C:40]([NH:42][C:43]2[CH:47]=[CH:46][N:45]([CH3:48])[N:44]=2)=[O:41])[CH:32]=[CH:33][C:34]=1[S:35]([CH3:38])(=[O:37])=[O:36].[CH3:55][C:56]([CH3:65])=[CH:57]CN1C=CC(N)=N1.N1C(C)=CC=CC=1C. (6) Given the product [Cl:26][C:24]1[CH:23]=[CH:22][C:21]([O:27][CH2:28][C:29]2[C:34]([F:35])=[CH:33][CH:32]=[CH:31][C:30]=2[F:36])=[C:20]([C:15]2[N:14]([C:6]3[CH:5]=[C:4]([CH:9]=[C:8]([C:10]([F:12])([F:11])[F:13])[CH:7]=3)[C:3]([OH:37])=[O:2])[C:18]([CH3:19])=[CH:17][CH:16]=2)[CH:25]=1, predict the reactants needed to synthesize it. The reactants are: C[O:2][C:3](=[O:37])[C:4]1[CH:9]=[C:8]([C:10]([F:13])([F:12])[F:11])[CH:7]=[C:6]([N:14]2[C:18]([CH3:19])=[CH:17][CH:16]=[C:15]2[C:20]2[CH:25]=[C:24]([Cl:26])[CH:23]=[CH:22][C:21]=2[O:27][CH2:28][C:29]2[C:34]([F:35])=[CH:33][CH:32]=[CH:31][C:30]=2[F:36])[CH:5]=1. (7) Given the product [CH2:21]([O:20][C:18](=[O:19])[CH2:17][N:1]1[CH2:6][CH2:5][CH2:4][CH2:3][C:2]1=[N:7][C:8]#[N:9])[CH3:22], predict the reactants needed to synthesize it. The reactants are: [NH:1]1[CH2:6][CH2:5][CH2:4][CH2:3][C:2]1=[N:7][C:8]#[N:9].C(=O)([O-])[O-].[K+].[K+].Cl[CH2:17][C:18]([O:20][CH2:21][CH3:22])=[O:19]. (8) Given the product [CH2:1]([O:8][C:9]1[CH:10]=[C:11]([CH2:22][CH2:23][C:24]([O:26][CH3:27])=[O:25])[CH:12]=[N:13][C:14]=1[NH:15][C:16]1[S:17][CH:18]=[C:19]([CH3:21])[N:20]=1)[C:2]1[CH:7]=[CH:6][CH:5]=[CH:4][CH:3]=1, predict the reactants needed to synthesize it. The reactants are: [CH2:1]([O:8][C:9]1[CH:10]=[C:11](/[CH:22]=[CH:23]/[C:24]([O:26][CH3:27])=[O:25])[CH:12]=[N:13][C:14]=1[NH:15][C:16]1[S:17][CH:18]=[C:19]([CH3:21])[N:20]=1)[C:2]1[CH:7]=[CH:6][CH:5]=[CH:4][CH:3]=1.CC1C=CC(S(NN)(=O)=O)=CC=1.